From a dataset of Peptide-MHC class I binding affinity with 185,985 pairs from IEDB/IMGT. Regression. Given a peptide amino acid sequence and an MHC pseudo amino acid sequence, predict their binding affinity value. This is MHC class I binding data. (1) The peptide sequence is YRKPSGGVF. The MHC is HLA-A11:01 with pseudo-sequence HLA-A11:01. The binding affinity (normalized) is 0.0847. (2) The peptide sequence is ILAILAIATLMSV. The MHC is H-2-Db with pseudo-sequence H-2-Db. The binding affinity (normalized) is 0.0116.